This data is from Full USPTO retrosynthesis dataset with 1.9M reactions from patents (1976-2016). The task is: Predict the reactants needed to synthesize the given product. (1) Given the product [CH:12]([C@@H:13]1[CH2:21][C:20]2[C:15](=[CH:16][CH:17]=[CH:18][CH:19]=2)[N:14]1[C:22]([O:24][C:25]([CH3:28])([CH3:27])[CH3:26])=[O:23])=[O:11], predict the reactants needed to synthesize it. The reactants are: CS(C)=O.C(Cl)(=O)C(Cl)=O.[OH:11][CH2:12][C@@H:13]1[CH2:21][C:20]2[C:15](=[CH:16][CH:17]=[CH:18][CH:19]=2)[N:14]1[C:22]([O:24][C:25]([CH3:28])([CH3:27])[CH3:26])=[O:23].C(N(CC)CC)C. (2) Given the product [F:1][C:2]1[CH:20]=[CH:19][CH:18]=[CH:17][C:3]=1[C:4]([NH:6][C:7]1[CH:8]=[CH:9][C:10]([C:13]2[O:14][C:23](=[S:24])[NH:16][N:15]=2)=[CH:11][CH:12]=1)=[O:5], predict the reactants needed to synthesize it. The reactants are: [F:1][C:2]1[CH:20]=[CH:19][CH:18]=[CH:17][C:3]=1[C:4]([NH:6][C:7]1[CH:12]=[CH:11][C:10]([C:13]([NH:15][NH2:16])=[O:14])=[CH:9][CH:8]=1)=[O:5].[OH-].[K+].[C:23](=S)=[S:24].Cl. (3) Given the product [NH2:14][C:11]1[CH:10]=[CH:9][CH:8]=[C:7]2[C:12]=1[CH2:13][CH:5]([OH:4])[CH2:6]2, predict the reactants needed to synthesize it. The reactants are: C([O:4][CH:5]1[CH2:13][C:12]2[C:7](=[CH:8][CH:9]=[CH:10][C:11]=2[NH2:14])[CH2:6]1)(=O)C.CO.C(=O)([O-])[O-].[K+].[K+]. (4) Given the product [N:1]([CH2:4][CH2:5][CH:6]([S:11]([OH:14])(=[O:12])=[O:13])[C:7]([OH:9])=[O:8])=[N+:2]=[N-:3], predict the reactants needed to synthesize it. The reactants are: [N:1]([CH2:4][CH2:5][CH:6]([S:11]([OH:14])(=[O:13])=[O:12])[C:7]([O:9]C)=[O:8])=[N+:2]=[N-:3]. (5) Given the product [F:1][C:2]1[CH:7]=[CH:6][C:5]([C@H:8]([O:21][CH3:22])[CH2:9][CH2:10][C:11]([NH:13][OH:14])=[O:12])=[CH:4][C:3]=1[CH3:23], predict the reactants needed to synthesize it. The reactants are: [F:1][C:2]1[CH:7]=[CH:6][C:5]([CH:8]([O:21][CH3:22])[CH2:9][CH2:10][C:11]([NH:13][O:14]C2CCCCO2)=[O:12])=[CH:4][C:3]=1[CH3:23].C(O)(C(F)(F)F)=O. (6) Given the product [CH3:11][C:8]12[CH2:7][CH:6]3[CH2:12][C:2]([CH3:1])([CH2:3][C:4]([CH2:14][OH:15])([CH:5]3[CH3:13])[CH2:10]1)[CH2:9]2, predict the reactants needed to synthesize it. The reactants are: [CH3:1][C:2]12[CH2:12][CH:6]3[CH2:7][C:8]([CH3:11])([CH2:10][C:4]([C:14](O)=[O:15])([CH:5]3[CH3:13])[CH2:3]1)[CH2:9]2. (7) Given the product [Br:28][C:4]1[CH:3]=[C:2]([CH3:1])[C:11]2[NH:10][CH2:9][C@@H:8]3[CH2:13][N:14]([C:16]([O:18][C:19]([CH3:22])([CH3:21])[CH3:20])=[O:17])[CH2:15][C@@H:7]3[C:6]=2[CH:5]=1, predict the reactants needed to synthesize it. The reactants are: [CH3:1][C:2]1[C:11]2[NH:10][C:9](=O)[C@@H:8]3[CH2:13][N:14]([C:16]([O:18][C:19]([CH3:22])([CH3:21])[CH3:20])=[O:17])[CH2:15][C@@H:7]3[C:6]=2[CH:5]=[CH:4][CH:3]=1.CN(C=O)C.[Br:28]N1C(=O)CCC1=O. (8) The reactants are: [C:1]([O:5][C:6]([N:8]1[CH2:13][CH2:12][C:11]2[C:14]([C:18](=O)[C:19]3[CH:24]=[CH:23][CH:22]=[CH:21][CH:20]=3)=[C:15]([NH2:17])[S:16][C:10]=2[CH2:9]1)=[O:7])([CH3:4])([CH3:3])[CH3:2].[CH3:26][C:27](=O)[CH2:28][C:29](=[O:31])[CH3:30]. Given the product [C:1]([O:5][C:6]([N:8]1[CH2:9][C:10]2[S:16][C:15]3[N:17]=[C:27]([CH3:26])[C:28]([C:29](=[O:31])[CH3:30])=[C:18]([C:19]4[CH:24]=[CH:23][CH:22]=[CH:21][CH:20]=4)[C:14]=3[C:11]=2[CH2:12][CH2:13]1)=[O:7])([CH3:4])([CH3:3])[CH3:2], predict the reactants needed to synthesize it.